This data is from Full USPTO retrosynthesis dataset with 1.9M reactions from patents (1976-2016). The task is: Predict the reactants needed to synthesize the given product. (1) Given the product [Cl:1][C:2]1[CH:3]=[C:4]([C:12]2[O:16][N:15]=[C:14]([C:17]3[CH:18]=[CH:19][CH:20]=[C:21]4[C:25]=3[NH:24][CH:23]=[C:22]4[CH2:26][CH2:27][CH2:28][NH:30][CH2:31][C:32]([O:34][CH2:35][CH3:36])=[O:33])[N:13]=2)[CH:5]=[CH:6][C:7]=1[O:8][CH:9]([CH3:10])[CH3:11], predict the reactants needed to synthesize it. The reactants are: [Cl:1][C:2]1[CH:3]=[C:4]([C:12]2[O:16][N:15]=[C:14]([C:17]3[CH:18]=[CH:19][CH:20]=[C:21]4[C:25]=3[NH:24][CH:23]=[C:22]4[CH2:26][CH2:27][CH:28]=O)[N:13]=2)[CH:5]=[CH:6][C:7]=1[O:8][CH:9]([CH3:11])[CH3:10].[NH2:30][CH2:31][C:32]([O:34][CH2:35][CH3:36])=[O:33].C(O)(=O)C.C(O[BH-](OC(=O)C)OC(=O)C)(=O)C.[Na+]. (2) Given the product [C:1]1([S:7]([NH:10][C:11]2[CH:16]=[CH:15][C:14]([C:17]([F:20])([F:19])[F:18])=[CH:13][C:12]=2[NH:33][CH2:32][C:23]2[CH:24]=[CH:25][C:26]([C:27]([O:37][CH3:36])=[O:28])=[CH:29][CH:30]=2)(=[O:9])=[O:8])[CH:6]=[CH:5][CH:4]=[CH:3][CH:2]=1, predict the reactants needed to synthesize it. The reactants are: [C:1]1([S:7]([NH:10][C:11]2[CH:16]=[CH:15][C:14]([C:17]([F:20])([F:19])[F:18])=[CH:13][C:12]=2N)(=[O:9])=[O:8])[CH:6]=[CH:5][CH:4]=[CH:3][CH:2]=1.C(=O)[C:23]1[CH:30]=[CH:29][C:26]([CH:27]=[O:28])=[CH:25][CH:24]=1.[C:32]([BH3-])#[N:33].[Na+].[CH3:36][OH:37].